From a dataset of Retrosynthesis with 50K atom-mapped reactions and 10 reaction types from USPTO. Predict the reactants needed to synthesize the given product. Given the product COc1cc(N2CCC(C(=O)O)CC2)ccc1Cl, predict the reactants needed to synthesize it. The reactants are: COc1cc(N2CCC(C(=O)OC(C)(C)C)CC2)ccc1Cl.